Dataset: Full USPTO retrosynthesis dataset with 1.9M reactions from patents (1976-2016). Task: Predict the reactants needed to synthesize the given product. (1) Given the product [C:27]([O:26][C:24]([CH:7]([CH2:6][CH2:5][C:4]([O:3][CH2:1][CH3:2])=[O:31])[CH2:8][C:9]1[O:10][C:11]([C:14]([OH:16])=[O:15])=[CH:12][CH:13]=1)=[O:25])([CH3:30])([CH3:29])[CH3:28], predict the reactants needed to synthesize it. The reactants are: [CH2:1]([O:3][C:4](=[O:31])[CH2:5][CH2:6][C:7]([C:24]([O:26][C:27]([CH3:30])([CH3:29])[CH3:28])=[O:25])=[CH:8][C:9]1[O:10][C:11]([C:14]([O:16]CC2C=CC=CC=2)=[O:15])=[CH:12][CH:13]=1)[CH3:2]. (2) Given the product [CH2:1]([N:8]1[CH2:14][C@H:15]([C:16]([F:17])([F:18])[F:19])[O:20][C@H:10]([CH3:11])[C:9]1=[O:13])[C:2]1[CH:3]=[CH:4][CH:5]=[CH:6][CH:7]=1, predict the reactants needed to synthesize it. The reactants are: [CH2:1]([N:8]([CH2:14][C@@H:15]([OH:20])[C:16]([F:19])([F:18])[F:17])[C:9](=[O:13])[C@@H:10](O)[CH3:11])[C:2]1[CH:7]=[CH:6][CH:5]=[CH:4][CH:3]=1.[H-].[Na+].